This data is from Forward reaction prediction with 1.9M reactions from USPTO patents (1976-2016). The task is: Predict the product of the given reaction. (1) Given the reactants [C:1]([C:5]1[O:9][N:8]=[C:7]([C:10]2[CH:15]=[C:14](Cl)[C:13]([CH:17]3[CH2:19][CH2:18]3)=[CH:12][N:11]=2)[N:6]=1)([CH3:4])([CH3:3])[CH3:2].[CH3:20][C:21]1[O:22][C:23]([CH3:28])=[C:24]([CH2:26][OH:27])[N:25]=1, predict the reaction product. The product is: [C:1]([C:5]1[O:9][N:8]=[C:7]([C:10]2[CH:15]=[C:14]([O:27][CH2:26][C:24]3[N:25]=[C:21]([CH3:20])[O:22][C:23]=3[CH3:28])[C:13]([CH:17]3[CH2:19][CH2:18]3)=[CH:12][N:11]=2)[N:6]=1)([CH3:4])([CH3:3])[CH3:2]. (2) The product is: [NH2:1][C:2]1[CH:10]=[CH:9][CH:8]=[C:7]([C:11]([F:12])([F:13])[F:14])[C:3]=1[CH2:4][OH:5]. Given the reactants [NH2:1][C:2]1[CH:10]=[CH:9][CH:8]=[C:7]([C:11]([F:14])([F:13])[F:12])[C:3]=1[C:4](O)=[O:5].[H-].[H-].[H-].[H-].[Li+].[Al+3], predict the reaction product. (3) Given the reactants [Br:1][CH2:2][C:3]([C:5]1[C:6](=[O:16])[O:7][C:8]2[C:13]([CH:14]=1)=[CH:12][CH:11]=[C:10]([F:15])[CH:9]=2)=O.[Cl:17][C:18]1[N:23]=[N:22][C:21]([NH2:24])=[CH:20][CH:19]=1, predict the reaction product. The product is: [BrH:1].[Cl:17][C:18]1[CH:19]=[CH:20][C:21]2[N:22]([CH:2]=[C:3]([C:5]3[C:6](=[O:16])[O:7][C:8]4[C:13]([CH:14]=3)=[CH:12][CH:11]=[C:10]([F:15])[CH:9]=4)[N:24]=2)[N:23]=1. (4) Given the reactants [Br:1][C:2]1[CH:7]=[C:6]([F:8])[CH:5]=[CH:4][C:3]=1[CH:9]1[C:14]([C:15]([O:17][CH2:18][CH3:19])=[O:16])=[C:13]([CH2:20]Br)[NH:12][C:11]([C:22]2[O:23][CH:24]=[CH:25][CH:26]=2)=[N:10]1.[NH:27]1[CH2:32][CH2:31][O:30][CH2:29][CH:28]1[C:33]([OH:35])=[O:34], predict the reaction product. The product is: [Br:1][C:2]1[CH:7]=[C:6]([F:8])[CH:5]=[CH:4][C:3]=1[CH:9]1[N:10]=[C:11]([C:22]2[O:23][CH:24]=[CH:25][CH:26]=2)[NH:12][C:13]([CH2:20][N:27]2[CH2:32][CH2:31][O:30][CH2:29][CH:28]2[C:33]([OH:35])=[O:34])=[C:14]1[C:15]([O:17][CH2:18][CH3:19])=[O:16]. (5) Given the reactants [C:1]1([NH:7][CH:8]([CH3:17])[CH2:9][C:10]([O:12][C:13]([CH3:16])([CH3:15])[CH3:14])=[O:11])[CH:6]=[CH:5][CH:4]=[CH:3][CH:2]=1.[N:18]1[CH:23]=[CH:22][CH:21]=[CH:20][C:19]=1[S:24](Cl)(=[O:26])=[O:25], predict the reaction product. The product is: [C:1]1([N:7]([CH:8]([CH3:17])[CH2:9][C:10]([O:12][C:13]([CH3:16])([CH3:15])[CH3:14])=[O:11])[S:24]([C:19]2[CH:20]=[CH:21][CH:22]=[CH:23][N:18]=2)(=[O:26])=[O:25])[CH:6]=[CH:5][CH:4]=[CH:3][CH:2]=1. (6) Given the reactants [F:1][C:2]1[CH:7]=[CH:6][C:5]([C:8]2[C:13]([C:14]3[CH:19]=[CH:18][N:17]=[CH:16][CH:15]=3)=[C:12]([C:20]3[CH:25]=[CH:24][C:23]([F:26])=[CH:22][CH:21]=3)[N:11]=[C:10]3[N:27]([CH2:30][C:31](O)=[O:32])[N:28]=[CH:29][C:9]=23)=[CH:4][CH:3]=1.[NH3:34], predict the reaction product. The product is: [F:1][C:2]1[CH:7]=[CH:6][C:5]([C:8]2[C:13]([C:14]3[CH:15]=[CH:16][N:17]=[CH:18][CH:19]=3)=[C:12]([C:20]3[CH:21]=[CH:22][C:23]([F:26])=[CH:24][CH:25]=3)[N:11]=[C:10]3[N:27]([CH2:30][C:31]([NH2:34])=[O:32])[N:28]=[CH:29][C:9]=23)=[CH:4][CH:3]=1. (7) Given the reactants [C:1]([O:5][C:6]([N:8]1[CH2:13][CH2:12][N:11]([C:14]([O:16][C:17]([CH3:20])([CH3:19])[CH3:18])=[O:15])[CH2:10][C@@H:9]1[C:21]1[CH:26]=[CH:25][C:24]([N:27]2[CH2:31][CH2:30][C@@H:29]([OH:32])[CH2:28]2)=[CH:23][CH:22]=1)=[O:7])([CH3:4])([CH3:3])[CH3:2].C(N(CC)CC)C.[CH3:40][S:41](Cl)(=[O:43])=[O:42], predict the reaction product. The product is: [C:1]([O:5][C:6]([N:8]1[CH2:13][CH2:12][N:11]([C:14]([O:16][C:17]([CH3:20])([CH3:19])[CH3:18])=[O:15])[CH2:10][C@@H:9]1[C:21]1[CH:22]=[CH:23][C:24]([N:27]2[CH2:31][CH2:30][C@@H:29]([O:32][S:41]([CH3:40])(=[O:43])=[O:42])[CH2:28]2)=[CH:25][CH:26]=1)=[O:7])([CH3:2])([CH3:3])[CH3:4].